Task: Predict the product of the given reaction.. Dataset: Forward reaction prediction with 1.9M reactions from USPTO patents (1976-2016) Given the reactants [C:1]([O:4][C:5](=O)[CH3:6])(=[O:3])[CH3:2].[O:8]1[C:12]2[CH:13]=[CH:14][CH:15]=[CH:16][C:11]=2[N:10]=[C:9]1[S:17][CH2:18][CH2:19][N:20]1[CH2:25][CH2:24][N:23]([CH2:26][C:27]([NH:29][C:30]2[C:35]([CH:36]([CH3:38])[CH3:37])=CC=[C:32](O)[C:31]=2[CH:40]([CH3:42])[CH3:41])=[O:28])[CH2:22][CH2:21]1.C(=O)(O)[O-].[Na+], predict the reaction product. The product is: [O:8]1[C:12]2[CH:13]=[CH:14][CH:15]=[CH:16][C:11]=2[N:10]=[C:9]1[S:17][CH2:18][CH2:19][N:20]1[CH2:21][CH2:22][N:23]([CH2:26][C:27]([NH:29][C:30]2[C:31]([CH:40]([CH3:41])[CH3:42])=[CH:32][CH:6]=[C:5]([O:4][C:1](=[O:3])[CH3:2])[C:35]=2[CH:36]([CH3:38])[CH3:37])=[O:28])[CH2:24][CH2:25]1.